From a dataset of Full USPTO retrosynthesis dataset with 1.9M reactions from patents (1976-2016). Predict the reactants needed to synthesize the given product. Given the product [N:12]1([CH2:16][CH2:17][N:18]2[CH:22]=[C:21]([C:23]3[CH:28]=[CH:27][C:26]([F:29])=[C:25]([CH3:30])[CH:24]=3)[N:20]=[C:19]2[CH:31]2[CH2:36][CH2:35][N:34]([C:2]3[N:7]=[CH:6][N:5]=[C:4]([NH2:8])[C:3]=3[CH:9]([CH3:11])[CH3:10])[CH2:33][C:32]2([F:37])[F:38])[CH2:15][CH2:14][CH2:13]1, predict the reactants needed to synthesize it. The reactants are: Cl[C:2]1[N:7]=[CH:6][N:5]=[C:4]([NH2:8])[C:3]=1[CH:9]([CH3:11])[CH3:10].[N:12]1([CH2:16][CH2:17][N:18]2[CH:22]=[C:21]([C:23]3[CH:28]=[CH:27][C:26]([F:29])=[C:25]([CH3:30])[CH:24]=3)[N:20]=[C:19]2[CH:31]2[CH2:36][CH2:35][NH:34][CH2:33][C:32]2([F:38])[F:37])[CH2:15][CH2:14][CH2:13]1.N1CCCN2CCCCCC=12.